This data is from Forward reaction prediction with 1.9M reactions from USPTO patents (1976-2016). The task is: Predict the product of the given reaction. (1) Given the reactants [C:1]([O:5][C:6]([N:8]([CH:26]1[CH2:28][CH2:27]1)[CH:9]([C:11]1[CH:12]=[C:13]([CH2:18][CH2:19][CH2:20][NH:21][C:22](=[O:25])[O:23][CH3:24])[C:14](Cl)=[N:15][CH:16]=1)[CH3:10])=[O:7])([CH3:4])([CH3:3])[CH3:2].[CH:29](B1OC(C)(C)C(C)(C)O1)=[CH2:30].C(=O)([O-])[O-].[Na+].[Na+], predict the reaction product. The product is: [C:1]([O:5][C:6]([N:8]([CH:26]1[CH2:28][CH2:27]1)[CH:9]([C:11]1[CH:12]=[C:13]([CH2:18][CH2:19][CH2:20][NH:21][C:22](=[O:25])[O:23][CH3:24])[C:14]([CH:29]=[CH2:30])=[N:15][CH:16]=1)[CH3:10])=[O:7])([CH3:4])([CH3:3])[CH3:2]. (2) Given the reactants Cl[CH2:2][C:3]([NH:5][C:6]1[CH:14]=[CH:13][C:9]2[NH:10][CH:11]=[N:12][C:8]=2[CH:7]=1)=[O:4].[F:15][C:16]1[CH:28]=[CH:27][C:19]([CH2:20][CH:21]2[CH2:26][CH2:25][NH:24][CH2:23][CH2:22]2)=[CH:18][CH:17]=1, predict the reaction product. The product is: [F:15][C:16]1[CH:17]=[CH:18][C:19]([CH2:20][CH:21]2[CH2:22][CH2:23][N:24]([CH2:2][C:3]([NH:5][C:6]3[CH:14]=[CH:13][C:9]4[NH:10][CH:11]=[N:12][C:8]=4[CH:7]=3)=[O:4])[CH2:25][CH2:26]2)=[CH:27][CH:28]=1. (3) Given the reactants [OH:1][CH2:2][CH2:3][CH2:4][C@H:5]1[C@H:9]([NH:10][S:11]([C:14]2[CH:19]=[CH:18][C:17]([N+:20]([O-:22])=[O:21])=[CH:16][CH:15]=2)(=[O:13])=[O:12])[CH2:8][N:7]([C:23]([O:25][C:26]([CH3:29])([CH3:28])[CH3:27])=[O:24])[CH2:6]1.Br[CH2:31][CH2:32][CH:33]([CH3:35])[CH3:34].C([O-])([O-])=O.[Cs+].[Cs+], predict the reaction product. The product is: [OH:1][CH2:2][CH2:3][CH2:4][C@H:5]1[C@H:9]([N:10]([CH2:31][CH2:32][CH:33]([CH3:35])[CH3:34])[S:11]([C:14]2[CH:15]=[CH:16][C:17]([N+:20]([O-:22])=[O:21])=[CH:18][CH:19]=2)(=[O:13])=[O:12])[CH2:8][N:7]([C:23]([O:25][C:26]([CH3:29])([CH3:28])[CH3:27])=[O:24])[CH2:6]1. (4) Given the reactants [Cl:1][C:2]1[C:3]([C:25]2[S:29][C:28]([C:30]3([O:34]COC)[CH2:33][CH2:32][CH2:31]3)=[N:27][CH:26]=2)=[C:4]2[CH:10]=[C:9]([C:11]3[CH:16]=[CH:15][C:14]([O:17][CH:18]4[CH2:23][CH2:22][N:21]([CH3:24])[CH2:20][CH2:19]4)=[CH:13][CH:12]=3)[NH:8][C:5]2=[N:6][CH:7]=1.ClC1C(C2SC(C3(OCOC)CCC3)=NC=2)=C2C=C(C3N=C(C4CCCN(C(OC(C)(C)C)=O)C4)ON=3)NC2=NC=1, predict the reaction product. The product is: [Cl:1][C:2]1[C:3]([C:25]2[S:29][C:28]([C:30]3([OH:34])[CH2:33][CH2:32][CH2:31]3)=[N:27][CH:26]=2)=[C:4]2[CH:10]=[C:9]([C:11]3[CH:16]=[CH:15][C:14]([O:17][CH:18]4[CH2:23][CH2:22][N:21]([CH3:24])[CH2:20][CH2:19]4)=[CH:13][CH:12]=3)[NH:8][C:5]2=[N:6][CH:7]=1. (5) Given the reactants [OH-:1].[Na+].O.[C:4]([S:8][CH2:9][C:10]1([CH3:17])[NH:14][C:13](=[O:15])[NH:12][C:11]1=[O:16])([CH3:7])([CH3:6])[CH3:5], predict the reaction product. The product is: [C:13]([NH:14][C@:10]([CH3:17])([C:11]([OH:1])=[O:16])[CH2:9][S:8][C:4]([CH3:7])([CH3:6])[CH3:5])(=[O:15])[NH2:12]. (6) Given the reactants [Cl:1][C:2]1[CH:3]=[C:4]([C:9]2([C:22]([F:25])([F:24])[F:23])[O:13][N:12]=[C:11]([C:14]3[CH:15]=[CH:16][C:17]([CH3:21])=[C:18]([CH:20]=3)[NH2:19])[CH2:10]2)[CH:5]=[C:6]([Cl:8])[CH:7]=1.[C:26]1([CH3:35])[CH:31]=[CH:30][C:29]([C:32](O)=[O:33])=[CH:28][CH:27]=1.Cl.C(N(CC)CCCN=C=NCC)C.C(=O)([O-])O.[Na+], predict the reaction product. The product is: [Cl:1][C:2]1[CH:3]=[C:4]([C:9]2([C:22]([F:23])([F:25])[F:24])[O:13][N:12]=[C:11]([C:14]3[CH:15]=[CH:16][C:17]([CH3:21])=[C:18]([NH:19][C:32](=[O:33])[C:29]4[CH:30]=[CH:31][C:26]([CH3:35])=[CH:27][CH:28]=4)[CH:20]=3)[CH2:10]2)[CH:5]=[C:6]([Cl:8])[CH:7]=1.